Dataset: Full USPTO retrosynthesis dataset with 1.9M reactions from patents (1976-2016). Task: Predict the reactants needed to synthesize the given product. Given the product [OH:6][C:7]1[CH:16]=[C:15]([C@H:17]([CH3:21])[C:18]([O:20][CH2:2][CH2:3][CH2:4][CH3:5])=[O:19])[CH:14]=[C:13]2[C:8]=1[C@@H:9]1[CH2:27][C:26]([CH3:28])=[CH:25][CH2:24][C@H:10]1[C:11]([CH3:23])([CH3:22])[O:12]2, predict the reactants needed to synthesize it. The reactants are: Br[CH2:2][CH2:3][CH2:4][CH3:5].[OH:6][C:7]1[CH:16]=[C:15]([C@H:17]([CH3:21])[C:18]([OH:20])=[O:19])[CH:14]=[C:13]2[C:8]=1[C@@H:9]1[CH2:27][C:26]([CH3:28])=[CH:25][CH2:24][C@H:10]1[C:11]([CH3:23])([CH3:22])[O:12]2.C(=O)(O)[O-].[Na+].CCCCCC.